This data is from Reaction yield outcomes from USPTO patents with 853,638 reactions. The task is: Predict the reaction yield, written as a fraction of the theoretical maximum amount of product (1.0 means a 100% yield; for example, 0.34 means a 34% yield). The reactants are C([O:4][C:5]([C:7]1[N:8]([N:12]([C:18](=[O:37])[CH2:19][C:20]2[NH:25][C:24]3[CH:26]=[CH:27][C:28]([NH:30][S:31]([CH3:34])(=[O:33])=[O:32])=[CH:29][C:23]=3[S:22](=[O:36])(=[O:35])[CH:21]=2)[CH2:13][CH2:14][CH:15]([CH3:17])[CH3:16])[CH:9]=[CH:10][CH:11]=1)=O)C=C.[O-]CC.[Na+].Cl. The catalyst is C(O)C. The product is [OH:4][C:5]1[C:7]2[N:8]([CH:9]=[CH:10][CH:11]=2)[N:12]([CH2:13][CH2:14][CH:15]([CH3:16])[CH3:17])[C:18](=[O:37])[C:19]=1[C:20]1[NH:25][C:24]2[CH:26]=[CH:27][C:28]([NH:30][S:31]([CH3:34])(=[O:33])=[O:32])=[CH:29][C:23]=2[S:22](=[O:35])(=[O:36])[CH:21]=1. The yield is 0.130.